This data is from Full USPTO retrosynthesis dataset with 1.9M reactions from patents (1976-2016). The task is: Predict the reactants needed to synthesize the given product. (1) Given the product [NH2:1][C:4]1[CH:5]=[N:6][N:7]([CH2:9][C:10]([NH:12][C:13]2[CH:18]=[CH:17][CH:16]=[CH:15][CH:14]=2)=[O:11])[CH:8]=1, predict the reactants needed to synthesize it. The reactants are: [N+:1]([C:4]1[CH:5]=[N:6][N:7]([CH2:9][C:10]([NH:12][C:13]2[CH:18]=[CH:17][CH:16]=[CH:15][CH:14]=2)=[O:11])[CH:8]=1)([O-])=O. (2) Given the product [C:11]1([C:17]([C:25]2[CH:30]=[CH:29][CH:28]=[CH:27][CH:26]=2)=[N:18][C@H:19]([C:20]([O:22][CH2:23][CH3:24])=[O:21])[CH2:6][C:5]2[CH:8]=[CH:9][CH:10]=[C:3]([O:2][CH3:1])[CH:4]=2)[CH:12]=[CH:13][CH:14]=[CH:15][CH:16]=1, predict the reactants needed to synthesize it. The reactants are: [CH3:1][O:2][C:3]1[CH:4]=[C:5]([CH:8]=[CH:9][CH:10]=1)[CH2:6]Br.[C:11]1([C:17]([C:25]2[CH:30]=[CH:29][CH:28]=[CH:27][CH:26]=2)=[N:18][CH2:19][C:20]([O:22][CH2:23][CH3:24])=[O:21])[CH:16]=[CH:15][CH:14]=[CH:13][CH:12]=1.[OH-].[Na+].C1COCC1. (3) Given the product [N:19]1[C:20]2[C:15](=[CH:14][CH:13]=[CH:12][C:11]=2[N:9]2[CH:10]=[C:6]([CH2:4][OH:3])[N:7]=[CH:8]2)[CH:16]=[CH:17][CH:18]=1, predict the reactants needed to synthesize it. The reactants are: C([O:3][C:4]([C:6]1[N:7]=[CH:8][N:9]([C:11]2[CH:12]=[CH:13][CH:14]=[C:15]3[C:20]=2[N:19]=[CH:18][CH:17]=[CH:16]3)[CH:10]=1)=O)C.[H-]. (4) Given the product [F:2][C:3]1[CH:8]=[CH:7][C:6]([CH:9]2[C:13]3([CH2:14][CH2:15][NH:16][CH2:17][CH2:18]3)[C:12](=[O:19])[NH:11][CH2:10]2)=[CH:5][CH:4]=1, predict the reactants needed to synthesize it. The reactants are: Cl.[F:2][C:3]1[CH:8]=[CH:7][C:6]([CH:9]2[C:13]3([CH2:18][CH2:17][NH:16][CH2:15][CH2:14]3)[C:12](=[O:19])[NH:11][CH2:10]2)=[CH:5][CH:4]=1.[OH-].[Na+]. (5) Given the product [C:1]12([NH:11][C:12]([NH:13][CH:14]3[CH2:19][CH2:18][CH2:17][N:16]([S:36]([C:33]4[CH:34]=[CH:35][C:30]([Cl:29])=[CH:31][CH:32]=4)(=[O:38])=[O:37])[CH2:15]3)=[O:27])[CH2:10][CH:5]3[CH2:6][CH:7]([CH2:9][CH:3]([CH2:4]3)[CH2:2]1)[CH2:8]2, predict the reactants needed to synthesize it. The reactants are: [C:1]12([NH:11][C:12](=[O:27])[NH:13][CH:14]3[CH2:19][CH2:18][CH2:17][N:16](C(OC(C)(C)C)=O)[CH2:15]3)[CH2:10][CH:5]3[CH2:6][CH:7]([CH2:9][CH:3]([CH2:4]3)[CH2:2]1)[CH2:8]2.Cl.[Cl:29][C:30]1[CH:35]=[CH:34][C:33]([S:36](Cl)(=[O:38])=[O:37])=[CH:32][CH:31]=1.C(N(CC)CC)C. (6) The reactants are: [Cl:1][C:2]1[CH:7]=[CH:6][C:5]([N:8]2[CH2:13][CH2:12][NH:11][CH2:10][CH2:9]2)=[CH:4][CH:3]=1.[C:14]([OH:17])(=O)[CH3:15].C1(NC2C3[S:45][CH2:44][CH2:43][C:27]=3[N:28]=[C:29](N3CCN(C4C=CC=CC=4)CC3)[N:30]=2)CCCCC1. Given the product [Cl:1][C:2]1[CH:3]=[CH:4][C:5]([N:8]2[CH2:13][CH2:12][N:11]([C:29]3[N:30]=[C:14]([OH:17])[C:15]4[S:45][CH2:44][CH2:43][C:27]=4[N:28]=3)[CH2:10][CH2:9]2)=[CH:6][CH:7]=1, predict the reactants needed to synthesize it. (7) Given the product [Br:1][C:2]1[CH:7]=[CH:6][CH:5]=[C:4]([Cl:8])[C:3]=1[C:37]([OH:39])=[O:38], predict the reactants needed to synthesize it. The reactants are: [Br:1][C:2]1[CH:3]=[C:4]([Cl:8])[CH:5]=[CH:6][CH:7]=1.CCCCCCC.C([N-]C(C)C)(C)C.[Li+].O1CCCC1.C(C1C=CC=CC=1)C.[C:37](=[O:39])=[O:38].